Predict the product of the given reaction. From a dataset of Forward reaction prediction with 1.9M reactions from USPTO patents (1976-2016). (1) Given the reactants [N:1]1([C:6]2[CH:7]=[C:8]([CH:12]=[C:13]([O:15][C:16]([F:19])([F:18])[F:17])[CH:14]=2)[C:9](O)=[O:10])[CH2:5][CH2:4][CH2:3][CH2:2]1.C(Cl)(=O)C([Cl:23])=O, predict the reaction product. The product is: [N:1]1([C:6]2[CH:7]=[C:8]([CH:12]=[C:13]([O:15][C:16]([F:19])([F:18])[F:17])[CH:14]=2)[C:9]([Cl:23])=[O:10])[CH2:5][CH2:4][CH2:3][CH2:2]1. (2) Given the reactants [CH3:1][C:2]1[CH:3]=[N:4][C:5]2[C:10]([CH:11]=1)=[C:9]([CH2:12][OH:13])[CH:8]=[CH:7][CH:6]=2, predict the reaction product. The product is: [CH3:1][C:2]1[CH:3]=[N:4][C:5]2[CH:6]=[CH:7][CH:8]=[C:9]([CH:12]=[O:13])[C:10]=2[CH:11]=1. (3) Given the reactants Cl[C:2]1[CH:3]=[N:4][C:5]2[C:10]([N:11]=1)=[CH:9][C:8]([C:12]#[N:13])=[CH:7][CH:6]=2.C(O[C:19](=[O:30])[NH:20][CH:21]1[CH2:26][CH2:25][N:24]([CH2:27][CH2:28][OH:29])[CH2:23][CH2:22]1)(C)(C)C.[Cl:31][C:32]1[C:42](C(O)=O)=[CH:41][C:35]2[NH:36][C:37](=[O:40])[CH2:38][S:39][C:34]=2[CH:33]=1, predict the reaction product. The product is: [C:12]([C:8]1[CH:9]=[C:10]2[C:5]([N:4]=[CH:3][C:2]([O:29][CH2:28][CH2:27][N:24]3[CH2:23][CH2:22][CH:21]([NH:20][C:19]([C:42]4[C:32]([Cl:31])=[CH:33][C:34]5[S:39][CH2:38][C:37](=[O:40])[NH:36][C:35]=5[CH:41]=4)=[O:30])[CH2:26][CH2:25]3)=[N:11]2)=[CH:6][CH:7]=1)#[N:13]. (4) Given the reactants BrC1C=C(C[N:11]([CH2:23][C:24]2[C:25]([NH:37][CH:38]3[CH2:43][CH2:42][O:41][CH2:40][CH2:39]3)=[C:26]3[CH:34]=[N:33][N:32]([CH2:35][CH3:36])[C:27]3=[N:28][C:29]=2[CH2:30][CH3:31])[C:12]([C:14]2[CH:19]=[CH:18][CH:17]=[C:16]([C:20]([NH2:22])=[O:21])[CH:15]=2)=[O:13])C=CC=1OC.[CH:44]([C:46]1[CH:47]=[C:48](B(O)O)[CH:49]=[CH:50][CH:51]=1)=[O:45].[C:55](=[O:58])([O-])[O-].[K+].[K+], predict the reaction product. The product is: [CH2:35]([N:32]1[C:27]2=[N:28][C:29]([CH2:30][CH3:31])=[C:24]([CH2:23][NH:11][C:12]([C:14]3[CH:19]=[CH:18][CH:17]=[C:16]([C:20]([NH:22][CH2:12][C:14]4[CH:15]=[C:16]([C:48]5[CH:49]=[CH:50][CH:51]=[C:46]([CH:44]=[O:45])[CH:47]=5)[C:17]([O:58][CH3:55])=[CH:18][CH:19]=4)=[O:21])[CH:15]=3)=[O:13])[C:25]([NH:37][CH:38]3[CH2:39][CH2:40][O:41][CH2:42][CH2:43]3)=[C:26]2[CH:34]=[N:33]1)[CH3:36]. (5) Given the reactants [NH2:1][C:2]1[C:7]2=[C:8]([C:23]3[CH:24]=[CH:25][C:26]4[C:30]([CH:31]=3)=[N:29][N:28]([CH2:32][C:33]3[CH:38]=[CH:37][CH:36]=[CH:35][CH:34]=3)[CH:27]=4)[CH:9]=[C:10]([CH:11]3[CH2:15][CH2:14][N:13](C(OC(C)(C)C)=O)[CH2:12]3)[N:6]2[N:5]=[CH:4][N:3]=1.FC(F)(F)C(O)=O, predict the reaction product. The product is: [CH2:32]([N:28]1[CH:27]=[C:26]2[C:30]([CH:31]=[C:23]([C:8]3[CH:9]=[C:10]([CH:11]4[CH2:15][CH2:14][NH:13][CH2:12]4)[N:6]4[C:7]=3[C:2]([NH2:1])=[N:3][CH:4]=[N:5]4)[CH:24]=[CH:25]2)=[N:29]1)[C:33]1[CH:34]=[CH:35][CH:36]=[CH:37][CH:38]=1.